From a dataset of Catalyst prediction with 721,799 reactions and 888 catalyst types from USPTO. Predict which catalyst facilitates the given reaction. Reactant: [Br:1][C:2]1[CH:7]=[C:6]([O:8][CH3:9])[C:5]([CH2:10][CH2:11]Br)=[CH:4][C:3]=1[O:13][CH3:14].[CH3:15][S-:16].[Na+].[I-].[K+]. Product: [Br:1][C:2]1[CH:7]=[C:6]([O:8][CH3:9])[C:5]([CH2:10][CH2:11][S:16][CH3:15])=[CH:4][C:3]=1[O:13][CH3:14]. The catalyst class is: 8.